Task: Predict the reactants needed to synthesize the given product.. Dataset: Full USPTO retrosynthesis dataset with 1.9M reactions from patents (1976-2016) (1) Given the product [Br:1][C:2]1[CH:3]=[CH:4][C:5]([C@H:8]([NH:10][C:11](=[O:16])[C:12]([CH3:15])([CH3:14])[CH3:13])[CH3:9])=[C:6]([CH:7]=1)[CH2:24][OH:25], predict the reactants needed to synthesize it. The reactants are: [Br:1][C:2]1[CH:7]=[CH:6][C:5]([C@H:8]([NH:10][C:11](=[O:16])[C:12]([CH3:15])([CH3:14])[CH3:13])[CH3:9])=[CH:4][CH:3]=1.C1([Li])C=CC=CC=1.[CH2:24]=[O:25].O. (2) Given the product [CH2:46]([O:45][C:42]1[CH:43]=[CH:44][C:39]([CH2:38][C:33]2[CH:32]=[C:31]([C@H:12]3[C@H:13]([OH:23])[C@@H:14]([OH:15])[C@H:9]([OH:8])[C@@H:10]([CH2:49][OH:50])[N:11]3[CH3:48])[CH:36]=[CH:35][CH:34]=2)=[CH:40][CH:41]=1)[CH3:47], predict the reactants needed to synthesize it. The reactants are: C([O:8][C@H:9]1[C@H:14]([O:15]CC2C=CC=CC=2)[C@@H:13]([O:23]CC2C=CC=CC=2)[CH:12]([C:31]2[CH:36]=[CH:35][C:34](Cl)=[C:33]([CH2:38][C:39]3[CH:44]=[CH:43][C:42]([O:45][CH2:46][CH3:47])=[CH:41][CH:40]=3)[CH:32]=2)[N:11]([CH3:48])[CH:10]1[CH2:49][O:50]CC1C=CC=CC=1)C1C=CC=CC=1. (3) Given the product [CH:1]1([N:7]2[CH2:13][C:12]([F:15])([F:14])[C:11](=[O:16])[N:10]([CH3:17])[C:9]3[CH:18]=[N:19][C:20]([NH:22][C:23]4[CH:37]=[CH:36][C:26]([C:27]([NH:29][CH:30]5[CH2:35][CH2:34][N:33]([C:43](=[O:44])[CH2:42][N:41]([CH3:46])[CH3:40])[CH2:32][CH2:31]5)=[O:28])=[CH:25][C:24]=4[O:38][CH3:39])=[N:21][C:8]2=3)[CH2:2][CH2:3][CH2:4][CH2:5][CH2:6]1, predict the reactants needed to synthesize it. The reactants are: [CH:1]1([N:7]2[CH2:13][C:12]([F:15])([F:14])[C:11](=[O:16])[N:10]([CH3:17])[C:9]3[CH:18]=[N:19][C:20]([NH:22][C:23]4[CH:37]=[CH:36][C:26]([C:27]([NH:29][CH:30]5[CH2:35][CH2:34][NH:33][CH2:32][CH2:31]5)=[O:28])=[CH:25][C:24]=4[O:38][CH3:39])=[N:21][C:8]2=3)[CH2:6][CH2:5][CH2:4][CH2:3][CH2:2]1.[CH3:40][N:41]([CH3:46])[CH2:42][C:43](Cl)=[O:44].